Dataset: Full USPTO retrosynthesis dataset with 1.9M reactions from patents (1976-2016). Task: Predict the reactants needed to synthesize the given product. (1) Given the product [F:34][C:31]1[CH:30]=[CH:29][C:28]([N:25]2[CH2:26][CH2:27][NH:22][CH2:23][CH2:24]2)=[CH:33][CH:32]=1, predict the reactants needed to synthesize it. The reactants are: BrC1C=CC(OC2C=CC(C3([N:22]4[CH2:27][CH2:26][N:25]([C:28]5[CH:33]=[CH:32][C:31]([F:34])=[CH:30][CH:29]=5)[CH2:24][CH2:23]4)C(=O)NC(=O)NC3=O)=CC=2)=CC=1. (2) Given the product [Cl:19][C:20]1[CH:25]=[CH:24][C:23]([S:26]([N:29]([CH2:2][C:3]2[CH:12]=[CH:11][C:6]([C:7]([O:9][CH3:10])=[O:8])=[CH:5][CH:4]=2)[C@H:30]([C:33]2[CH:34]=[CH:35][CH:36]=[CH:37][CH:38]=2)[CH2:31][CH3:32])(=[O:28])=[O:27])=[CH:22][CH:21]=1, predict the reactants needed to synthesize it. The reactants are: Br[CH2:2][C:3]1[CH:12]=[CH:11][C:6]([C:7]([O:9][CH3:10])=[O:8])=[CH:5][CH:4]=1.C([O-])([O-])=O.[Cs+].[Cs+].[Cl:19][C:20]1[CH:25]=[CH:24][C:23]([S:26]([NH:29][C@H:30]([C:33]2[CH:38]=[CH:37][CH:36]=[CH:35][CH:34]=2)[CH2:31][CH3:32])(=[O:28])=[O:27])=[CH:22][CH:21]=1. (3) Given the product [C:25]([O:29][C:30](=[O:31])[NH:32][C@H:33]([CH3:34])[C:35]([N:21]1[CH2:22][CH2:23][C:15]2[C:14]([NH:13][CH2:12][CH:11]([C:1]34[CH2:2][CH:3]5[CH2:4][CH:5]([CH2:6][CH:7]([CH2:9]5)[CH2:8]3)[CH2:10]4)[OH:24])=[N:19][CH:18]=[N:17][C:16]=2[CH2:20]1)=[O:36])([CH3:28])([CH3:26])[CH3:27], predict the reactants needed to synthesize it. The reactants are: [C:1]12([CH:11]([OH:24])[CH2:12][NH:13][C:14]3[C:15]4[CH2:23][CH2:22][NH:21][CH2:20][C:16]=4[N:17]=[CH:18][N:19]=3)[CH2:10][CH:5]3[CH2:6][CH:7]([CH2:9][CH:3]([CH2:4]3)[CH2:2]1)[CH2:8]2.[C:25]([O:29][C:30]([NH:32][C@@H:33]([C:35](O)=[O:36])[CH3:34])=[O:31])([CH3:28])([CH3:27])[CH3:26].O.ON1C2C=CC=CC=2N=N1.Cl.CN(C)CCCN=C=NCC.C(N(CC)C(C)C)(C)C. (4) Given the product [CH3:25][P:8](=[O:16])([O:9][C:10]1[CH:15]=[CH:14][CH:13]=[CH:12][CH:11]=1)[O:7][C:1]1[CH:6]=[CH:5][CH:4]=[CH:3][CH:2]=1, predict the reactants needed to synthesize it. The reactants are: [C:1]1([O:7][P:8]([O:16]C2C=CC=CC=2)[O:9][C:10]2[CH:15]=[CH:14][CH:13]=[CH:12][CH:11]=2)[CH:6]=[CH:5][CH:4]=[CH:3][CH:2]=1.IC.[CH3:25]OP(OC)OC.